Dataset: Forward reaction prediction with 1.9M reactions from USPTO patents (1976-2016). Task: Predict the product of the given reaction. (1) Given the reactants [Br:1][C:2]1[CH:7]=[C:6]([O:8][CH3:9])[CH:5]=[C:4]([O:10][CH3:11])[CH:3]=1.O=P(Cl)(Cl)Cl.O.CN([CH:21]=[O:22])C, predict the reaction product. The product is: [Br:1][C:2]1[CH:3]=[C:4]([O:10][CH3:11])[CH:5]=[C:6]([O:8][CH3:9])[C:7]=1[CH:21]=[O:22]. (2) The product is: [CH3:1][O:2][C:3]1[CH:8]=[CH:7][C:6]([O:9][CH2:12][CH2:11][C:10]#[N:13])=[CH:5][CH:4]=1. Given the reactants [CH3:1][O:2][C:3]1[CH:8]=[CH:7][C:6]([OH:9])=[CH:5][CH:4]=1.[C:10](#[N:13])[CH:11]=[CH2:12].C(N(CC)C(C)C)(C)C, predict the reaction product.